Regression. Given two drug SMILES strings and cell line genomic features, predict the synergy score measuring deviation from expected non-interaction effect. From a dataset of NCI-60 drug combinations with 297,098 pairs across 59 cell lines. (1) Drug 1: CC1=C(C=C(C=C1)C(=O)NC2=CC(=CC(=C2)C(F)(F)F)N3C=C(N=C3)C)NC4=NC=CC(=N4)C5=CN=CC=C5. Drug 2: C(CN)CNCCSP(=O)(O)O. Cell line: SN12C. Synergy scores: CSS=-7.14, Synergy_ZIP=4.06, Synergy_Bliss=-2.79, Synergy_Loewe=-9.77, Synergy_HSA=-10.1. (2) Drug 1: C1=CN(C=N1)CC(O)(P(=O)(O)O)P(=O)(O)O. Drug 2: CN(CCCl)CCCl.Cl. Cell line: RXF 393. Synergy scores: CSS=-1.70, Synergy_ZIP=5.48, Synergy_Bliss=12.3, Synergy_Loewe=-1.32, Synergy_HSA=0.299. (3) Drug 1: COC1=NC(=NC2=C1N=CN2C3C(C(C(O3)CO)O)O)N. Drug 2: CN(CCCl)CCCl.Cl. Cell line: HCT116. Synergy scores: CSS=10.9, Synergy_ZIP=0.0886, Synergy_Bliss=-0.408, Synergy_Loewe=-30.5, Synergy_HSA=-1.77. (4) Drug 1: C1CN1P(=S)(N2CC2)N3CC3. Drug 2: C1C(C(OC1N2C=NC(=NC2=O)N)CO)O. Cell line: OVCAR-4. Synergy scores: CSS=13.7, Synergy_ZIP=-1.26, Synergy_Bliss=-2.32, Synergy_Loewe=-3.07, Synergy_HSA=-1.17. (5) Drug 1: CCN(CC)CCCC(C)NC1=C2C=C(C=CC2=NC3=C1C=CC(=C3)Cl)OC. Drug 2: CN(C(=O)NC(C=O)C(C(C(CO)O)O)O)N=O. Cell line: NCI-H322M. Synergy scores: CSS=-2.28, Synergy_ZIP=1.88, Synergy_Bliss=0.773, Synergy_Loewe=1.83, Synergy_HSA=-2.38. (6) Drug 1: C1=CC(=C2C(=C1NCCNCCO)C(=O)C3=C(C=CC(=C3C2=O)O)O)NCCNCCO. Drug 2: C1C(C(OC1N2C=C(C(=O)NC2=O)F)CO)O. Cell line: 786-0. Synergy scores: CSS=60.7, Synergy_ZIP=-4.51, Synergy_Bliss=-4.19, Synergy_Loewe=-10.1, Synergy_HSA=1.74.